This data is from Reaction yield outcomes from USPTO patents with 853,638 reactions. The task is: Predict the reaction yield, written as a fraction of the theoretical maximum amount of product (1.0 means a 100% yield; for example, 0.34 means a 34% yield). (1) The reactants are [Cl:1][C:2]1[CH:39]=[CH:38][CH:37]=[CH:36][C:3]=1[O:4][CH:5]1[CH2:10][CH2:9][N:8]([C:11](=[O:35])[CH2:12][NH:13][C:14]([C:16]2[CH:20]=[C:19]([C:21]3[CH:26]=[CH:25][CH:24]=[CH:23][C:22]=3[O:27]CC3C=CC=CC=3)[NH:18][N:17]=2)=[O:15])[CH2:7][CH2:6]1. The catalyst is CO.[Pd]. The product is [Cl:1][C:2]1[CH:39]=[CH:38][CH:37]=[CH:36][C:3]=1[O:4][CH:5]1[CH2:10][CH2:9][N:8]([C:11](=[O:35])[CH2:12][NH:13][C:14]([C:16]2[CH:20]=[C:19]([C:21]3[CH:26]=[CH:25][CH:24]=[CH:23][C:22]=3[OH:27])[NH:18][N:17]=2)=[O:15])[CH2:7][CH2:6]1. The yield is 0.830. (2) The yield is 0.790. The reactants are [C:1]([N:4]1[C:13]2[C:8](=[CH:9][C:10](Br)=[CH:11][CH:12]=2)[N:7]([C:15]([O:17][CH:18]2[CH2:21][C:20]([F:23])([F:22])[CH2:19]2)=[O:16])[CH2:6][C@@H:5]1[CH3:24])(=[O:3])[CH3:2].CC1(C)OB([C:31]2[CH:32]=[N:33][N:34]([CH:36]3[CH2:39][N:38]([C:40]([O:42][C:43]([CH3:46])([CH3:45])[CH3:44])=[O:41])[CH2:37]3)[CH:35]=2)OC1(C)C.C(=O)([O-])[O-].[Cs+].[Cs+].O1CCOCC1. The catalyst is O. The product is [C:1]([N:4]1[C:13]2[C:8](=[CH:9][C:10]([C:31]3[CH:32]=[N:33][N:34]([CH:36]4[CH2:37][N:38]([C:40]([O:42][C:43]([CH3:46])([CH3:45])[CH3:44])=[O:41])[CH2:39]4)[CH:35]=3)=[CH:11][CH:12]=2)[N:7]([C:15]([O:17][CH:18]2[CH2:21][C:20]([F:23])([F:22])[CH2:19]2)=[O:16])[CH2:6][C@@H:5]1[CH3:24])(=[O:3])[CH3:2]. (3) The reactants are [F:1][C:2]1[CH:7]=[CH:6][C:5]([OH:8])=[CH:4][CH:3]=1.Cl[C:10]1[N:11]=[C:12]([OH:20])[C:13]2[CH:19]=[CH:18][N:17]=[CH:16][C:14]=2[N:15]=1. No catalyst specified. The product is [F:1][C:2]1[CH:7]=[CH:6][C:5]([O:8][C:10]2[N:11]=[C:12]([OH:20])[C:13]3[CH:19]=[CH:18][N:17]=[CH:16][C:14]=3[N:15]=2)=[CH:4][CH:3]=1. The yield is 0.230.